Dataset: Reaction yield outcomes from USPTO patents with 853,638 reactions. Task: Predict the reaction yield, written as a fraction of the theoretical maximum amount of product (1.0 means a 100% yield; for example, 0.34 means a 34% yield). (1) The reactants are I[C:2]1[N:7]=[N:6][C:5]([N:8]2[CH2:12][C:11]([CH3:14])([CH3:13])[N:10]([CH3:15])[C:9]2=[O:16])=[CH:4][CH:3]=1.[C:17]([C:19]1[CH:24]=[CH:23][CH:22]=[C:21]([CH3:25])[CH:20]=1)#[CH:18].C(N(CC)CC)C.C1(P(C2C=CC=CC=2)C2C=CC=CC=2)C=CC=CC=1. The catalyst is C1COCC1.C(OCC)(=O)C.C1C=CC(P(C2C=CC=CC=2)C2C=CC=CC=2)=CC=1.C1C=CC(P(C2C=CC=CC=2)C2C=CC=CC=2)=CC=1.Cl[Pd]Cl.[Cu]I. The product is [CH3:15][N:10]1[C:11]([CH3:14])([CH3:13])[CH2:12][N:8]([C:5]2[N:6]=[N:7][C:2]([C:18]#[C:17][C:19]3[CH:20]=[C:21]([CH3:25])[CH:22]=[CH:23][CH:24]=3)=[CH:3][CH:4]=2)[C:9]1=[O:16]. The yield is 0.250. (2) The reactants are [C:1]([O:5][C:6]([C:8]1[CH:30]=[CH:29][C:11]([O:12][C:13]2[CH:22]=[C:21]3[C:16]([CH:17]([C:23]([O:25][CH2:26][CH3:27])=[O:24])[CH2:18][CH2:19][O:20]3)=[CH:15][C:14]=2Cl)=[C:10]([N+:31]([O-:33])=[O:32])[CH:9]=1)=[O:7])([CH3:4])([CH3:3])[CH3:2].P([O-])([O-])([O-])=O.[K+].[K+].[K+].C1(P([CH:55]2[CH2:60][CH2:59]CCC2)C2CCCCC2)CCCCC1.C1(B(O)O)CC1. The catalyst is C1(C)C=CC=CC=1.C([O-])(=O)C.[Pd+2].C([O-])(=O)C.O. The product is [C:1]([O:5][C:6]([C:8]1[CH:30]=[CH:29][C:11]([O:12][C:13]2[CH:22]=[C:21]3[C:16]([CH:17]([C:23]([O:25][CH2:26][CH3:27])=[O:24])[CH2:18][CH2:19][O:20]3)=[CH:15][C:14]=2[CH:59]2[CH2:60][CH2:55]2)=[C:10]([N+:31]([O-:33])=[O:32])[CH:9]=1)=[O:7])([CH3:4])([CH3:3])[CH3:2]. The yield is 0.280. (3) The reactants are [CH3:1][C@@:2]([OH:34])([C:30]([CH3:33])([CH3:32])[CH3:31])[C@@H:3]1[C@:8]2([O:28][CH3:29])[C@@H:9]3[O:23][C:18]4=[C:19]([OH:22])[CH:20]=[CH:21][C:16]5=[C:17]4[C@:10]43[CH2:11][CH2:12][N:13]([CH2:24][CH:25]3[CH2:27][CH2:26]3)[C@H:14]([CH2:15]5)[C@@:5]4([CH2:6][CH2:7]2)[CH2:4]1.[CH3:35][I:36]. The catalyst is CC(CC(C)=O)C. The product is [CH3:1][C@@:2]([OH:34])([C:30]([CH3:33])([CH3:32])[CH3:31])[C@@H:3]1[C@:8]2([O:28][CH3:29])[C@@H:9]3[O:23][C:18]4=[C:19]([OH:22])[CH:20]=[CH:21][C:16]5=[C:17]4[C@:10]43[CH2:11][CH2:12][N:13]([CH2:24][CH:25]3[CH2:26][CH2:27]3)[C@H:14]([CH2:15]5)[C@:5]4([CH2:6][CH2:7]2)[CH2:4]1.[CH3:35][I:36]. The yield is 0.310. (4) The catalyst is CC(C)=O. The reactants are C(=O)([O-])[O-].[K+].[K+].[CH3:7][O:8][C:9](=[O:19])[C:10]1[CH:15]=[CH:14][C:13]([OH:16])=[C:12]([O:17][CH3:18])[CH:11]=1.[CH2:20](Br)[C:21]1[CH:26]=[CH:25][CH:24]=[CH:23][CH:22]=1. The yield is 0.866. The product is [CH3:7][O:8][C:9](=[O:19])[C:10]1[CH:15]=[CH:14][C:13]([O:16][CH2:20][C:21]2[CH:26]=[CH:25][CH:24]=[CH:23][CH:22]=2)=[C:12]([O:17][CH3:18])[CH:11]=1. (5) The reactants are [CH:1]([B-](F)(F)F)=[CH2:2].[K+].CCN(CC)CC.Br[C:16]1[CH:17]=[C:18]([C:22]2[CH:27]=[CH:26][CH:25]=[C:24]([CH2:28][O:29][C@H:30]3[CH2:34][N:33]([C:35](=[O:51])[C@@H:36]([NH:43][C:44]([O:46][C:47]([CH3:50])([CH3:49])[CH3:48])=[O:45])[CH:37]4[CH2:42][CH2:41][CH2:40][CH2:39][CH2:38]4)[C@H:32]([C:52]([O:54][CH3:55])=[O:53])[CH2:31]3)[CH:23]=2)[CH:19]=[CH:20][CH:21]=1.CCOC(C)=O. The catalyst is CCO.O.C1C=CC(P(C2C=CC=CC=2)[C-]2C=CC=C2)=CC=1.C1C=CC(P(C2C=CC=CC=2)[C-]2C=CC=C2)=CC=1.Cl[Pd]Cl.[Fe+2].C(Cl)Cl. The product is [C:47]([O:46][C:44]([NH:43][C@@H:36]([CH:37]1[CH2:42][CH2:41][CH2:40][CH2:39][CH2:38]1)[C:35]([N:33]1[CH2:34][C@H:30]([O:29][CH2:28][C:24]2[CH:23]=[C:22]([C:18]3[CH:19]=[CH:20][CH:21]=[C:16]([CH:1]=[CH2:2])[CH:17]=3)[CH:27]=[CH:26][CH:25]=2)[CH2:31][C@H:32]1[C:52]([O:54][CH3:55])=[O:53])=[O:51])=[O:45])([CH3:50])([CH3:48])[CH3:49]. The yield is 0.720. (6) The yield is 0.740. The product is [CH2:15]([O:14][C:10]1[N:9]=[C:8]([CH2:6][OH:5])[CH:13]=[CH:12][CH:11]=1)[CH3:16]. The catalyst is CCO. The reactants are [BH4-].[Na+].C([O:5][C:6]([C:8]1[CH:13]=[CH:12][CH:11]=[C:10]([O:14][CH2:15][CH3:16])[N:9]=1)=O)C.O.